Dataset: Forward reaction prediction with 1.9M reactions from USPTO patents (1976-2016). Task: Predict the product of the given reaction. (1) Given the reactants ON1C2C=CC=CC=2N=N1.[F:11][C:12]1[CH:18]=[CH:17][C:15]([NH2:16])=[CH:14][CH:13]=1.CN1CCOCC1.Cl.[CH3:27][N:28]([CH3:45])[C:29]1([C:39]2[CH:44]=[CH:43][CH:42]=[CH:41][CH:40]=2)[CH2:34][CH2:33][C:32](=[CH:35][C:36](O)=[O:37])[CH2:31][CH2:30]1.C1(N=C=NC2CCCCC2)CCCCC1.[OH-].[Na+], predict the reaction product. The product is: [CH3:45][N:28]([CH3:27])[C:29]1([C:39]2[CH:40]=[CH:41][CH:42]=[CH:43][CH:44]=2)[CH2:34][CH2:33][C:32](=[CH:35][C:36]([NH:16][C:15]2[CH:17]=[CH:18][C:12]([F:11])=[CH:13][CH:14]=2)=[O:37])[CH2:31][CH2:30]1. (2) Given the reactants Br[C:2]1[CH:26]=[CH:25][C:5]([O:6][C:7]2[CH:14]=[C:13]([O:15][CH2:16][CH2:17][O:18][CH:19]3[CH2:24][CH2:23][CH2:22][CH2:21][O:20]3)[C:10]([C:11]#[N:12])=[CH:9][N:8]=2)=[CH:4][C:3]=1[CH:27]=[O:28].[B:29]1([B:29]2[O:33][C:32]([CH3:35])([CH3:34])[C:31]([CH3:37])([CH3:36])[O:30]2)[O:33][C:32]([CH3:35])([CH3:34])[C:31]([CH3:37])([CH3:36])[O:30]1.C([O-])(=O)C.[K+], predict the reaction product. The product is: [CH:27]([C:3]1[CH:4]=[C:5]([CH:25]=[CH:26][C:2]=1[B:29]1[O:33][C:32]([CH3:35])([CH3:34])[C:31]([CH3:37])([CH3:36])[O:30]1)[O:6][C:7]1[CH:14]=[C:13]([O:15][CH2:16][CH2:17][O:18][CH:19]2[CH2:24][CH2:23][CH2:22][CH2:21][O:20]2)[C:10]([C:11]#[N:12])=[CH:9][N:8]=1)=[O:28]. (3) Given the reactants [CH2:1]([N:8]1[C:20]2[C:19]3[CH:18]=[C:17]([O:21][CH3:22])[C:16]([C:23]4[C:24]([CH3:29])=[N:25][O:26][C:27]=4[CH3:28])=[CH:15][C:14]=3[N:13]=[CH:12][C:11]=2[O:10][C:9]1=[O:30])[C:2]1C=C[CH:5]=[CH:4][CH:3]=1.[N:31]1C=CC=CC=1N1C=COC1=O, predict the reaction product. The product is: [CH3:29][C:24]1[C:23]([C:16]2[C:17]([O:21][CH3:22])=[CH:18][C:19]3[C:20]4[N:8]([C:1]5[CH:2]=[CH:3][CH:4]=[CH:5][N:31]=5)[C:9](=[O:30])[O:10][C:11]=4[CH:12]=[N:13][C:14]=3[CH:15]=2)=[C:27]([CH3:28])[O:26][N:25]=1. (4) Given the reactants [N:1]([CH2:8][CH2:9][OH:10])([CH2:5][CH2:6][OH:7])[CH2:2][CH2:3][OH:4].C(N(CC)CC)C.[Si:18](Cl)([C:21]([CH3:24])([CH3:23])[CH3:22])([CH3:20])[CH3:19], predict the reaction product. The product is: [Si:18]([O:4][CH2:3][CH2:2][N:1]([CH2:8][CH2:9][OH:10])[CH2:5][CH2:6][OH:7])([C:21]([CH3:24])([CH3:23])[CH3:22])([CH3:20])[CH3:19]. (5) Given the reactants OS(C(F)(F)F)(=O)=O.[C:9](=[NH:32])([O:11][CH2:12][CH2:13][C:14]1[CH:19]=[CH:18][C:17]([O:20][C:21]2[CH:26]=[CH:25][C:24]([Cl:27])=[C:23]([C:28]([F:31])([F:30])[F:29])[CH:22]=2)=[CH:16][CH:15]=1)[NH2:10].[C:33]([C:35]1[CH:40]=[CH:39][C:38]([CH2:41][CH:42]([CH:48]=O)[C:43](OCC)=[O:44])=[CH:37][CH:36]=1)#[N:34].C([O-])([O-])=O.[K+].[K+], predict the reaction product. The product is: [Cl:27][C:24]1[CH:25]=[CH:26][C:21]([O:20][C:17]2[CH:16]=[CH:15][C:14]([CH2:13][CH2:12][O:11][C:9]3[NH:10][CH:48]=[C:42]([CH2:41][C:38]4[CH:37]=[CH:36][C:35]([C:33]#[N:34])=[CH:40][CH:39]=4)[C:43](=[O:44])[N:32]=3)=[CH:19][CH:18]=2)=[CH:22][C:23]=1[C:28]([F:31])([F:30])[F:29]. (6) Given the reactants [CH3:1][N:2]([CH3:16])[CH2:3][CH2:4][CH2:5][C:6]1[CH:10]=[C:9]([C:11]2[S:12][CH:13]=[CH:14][CH:15]=2)[NH:8][CH:7]=1.[CH:17](OC)(OC)[O:18]C, predict the reaction product. The product is: [CH3:16][N:2]([CH3:1])[CH2:3][CH2:4][CH2:5][C:6]1[CH:10]=[C:9]([C:11]2[S:12][CH:13]=[CH:14][CH:15]=2)[NH:8][C:7]=1[CH:17]=[O:18]. (7) Given the reactants [CH3:1][CH2:2][O:3][P:4]([O:10][CH2:11][CH3:12])([C:6](Br)([F:8])[F:7])=[O:5].I[C:14]1[CH:19]=[CH:18][C:17]([N+:20]([O-:22])=[O:21])=[CH:16][CH:15]=1.CCOCC, predict the reaction product. The product is: [N+:20]([C:17]1[CH:18]=[CH:19][C:14]([C:6]([P:4](=[O:5])([O:10][CH2:11][CH3:12])[O:3][CH2:2][CH3:1])([F:8])[F:7])=[CH:15][CH:16]=1)([O-:22])=[O:21]. (8) Given the reactants [CH2:1]([O:5][CH2:6][CH2:7][O:8][CH2:9][CH2:10][OH:11])[CH2:2]CC.C(OCCOCCOCCO)CCC.COC(COC(COC(CO)C)C)C.C(OCC(O)C)C.CC(O)COC(CO)C.COC(COC(CO)C)C.CC(O)COC(COC(CO)C)C.C(O)C(O)CCCC.C(OCC(CO)O)C(CO)O.CC(CCOC(C=CC1C=CC(OC)=CC=1)=O)C.CCC1C=CC(C(C(CN2CCCCC2)C)=O)=CC=1.Cl, predict the reaction product. The product is: [CH2:1]([O:5][CH2:6][CH2:7][O:8][CH2:9][CH2:10][OH:11])[CH3:2].